From a dataset of Experimentally validated miRNA-target interactions with 360,000+ pairs, plus equal number of negative samples. Binary Classification. Given a miRNA mature sequence and a target amino acid sequence, predict their likelihood of interaction. The miRNA is hsa-miR-26b-5p with sequence UUCAAGUAAUUCAGGAUAGGU. The protein sequence of the target gene is MGEGGAAAALVAAAAAAAAAAAAVVAGQRRRRLGRRARCHGPGRAAGGKMSKPCAVEAAAAAVAATAPGPEMVERRGPGRPRTDGENVFTGQSKIYSYMSPNKCSGMRFPLQEENSVTHHEVKCQGKPLAGIYRKREEKRNAGNAVRSAMKSEEQKIKDARKGPLVPFPNQKSEAAEPPKTPPSSCDSTNAAIAKQALKKPIKGKQAPRKKAQGKTQQNRKLTDFYPVRRSSRKSKAELQSEERKRIDELIESGKEEGMKIDLIDGKGRGVIATKQFSRGDFVVEYHGDLIEITDAKKRE.... Result: 1 (interaction).